Dataset: Catalyst prediction with 721,799 reactions and 888 catalyst types from USPTO. Task: Predict which catalyst facilitates the given reaction. (1) Reactant: [CH2:1]([O:3][C:4]([C:6]1[CH:11]=[CH:10][C:9]([C:12]([F:15])([F:14])[F:13])=[C:8](Cl)[N:7]=1)=[O:5])[CH3:2].[NH:17]1[CH2:22][CH2:21][O:20][CH2:19][CH2:18]1.Cl. Product: [CH2:1]([O:3][C:4]([C:6]1[CH:11]=[CH:10][C:9]([C:12]([F:15])([F:14])[F:13])=[C:8]([N:17]2[CH2:22][CH2:21][O:20][CH2:19][CH2:18]2)[N:7]=1)=[O:5])[CH3:2]. The catalyst class is: 60. (2) Reactant: [N:1]1[CH:6]=[CH:5][CH:4]=[C:3]([NH:7][C:8](=[O:14])[O:9][C:10]([CH3:13])([CH3:12])[CH3:11])[CH:2]=1.C([Li])(C)(C)C.[O:20]=[C:21]1[CH2:25][CH2:24][N:23]([C:26]([O:28][CH2:29][C:30]2[CH:35]=[CH:34][CH:33]=[CH:32][CH:31]=2)=[O:27])[CH2:22]1. Product: [CH2:29]([O:28][C:26]([N:23]1[CH2:24][CH2:25][C:21]([C:4]2[CH:5]=[CH:6][N:1]=[CH:2][C:3]=2[NH:7][C:8]([O:9][C:10]([CH3:11])([CH3:13])[CH3:12])=[O:14])([OH:20])[CH2:22]1)=[O:27])[C:30]1[CH:35]=[CH:34][CH:33]=[CH:32][CH:31]=1. The catalyst class is: 773.